From a dataset of Catalyst prediction with 721,799 reactions and 888 catalyst types from USPTO. Predict which catalyst facilitates the given reaction. (1) Reactant: [CH3:1][C:2]1([CH3:14])[C:6]([CH3:8])([CH3:7])[O:5][B:4]([C:9]2[CH:10]=[N:11][NH:12][CH:13]=2)[O:3]1.Br[CH2:16][CH2:17][O:18][CH3:19].C(=O)([O-])[O-].[Cs+].[Cs+]. Product: [CH3:19][O:18][CH2:17][CH2:16][N:12]1[CH:13]=[C:9]([B:4]2[O:5][C:6]([CH3:7])([CH3:8])[C:2]([CH3:14])([CH3:1])[O:3]2)[CH:10]=[N:11]1. The catalyst class is: 3. (2) Reactant: [CH2:1]([O:8][C@@H:9]1[C@@H:14]([O:15][CH2:16][C:17]2[CH:22]=[CH:21][CH:20]=[CH:19][CH:18]=2)[C@H:13]([O:23][CH2:24][C:25]2[CH:30]=[CH:29][CH:28]=[CH:27][CH:26]=2)[C@@H:12]([CH2:31][O:32][CH2:33][C:34]2[CH:39]=[CH:38][CH:37]=[CH:36][CH:35]=2)[O:11][C:10]1([C:41]1[S:42][C:43]([Cl:58])=[C:44]([CH2:46][O:47][Si:48]([CH:55]([CH3:57])[CH3:56])([CH:52]([CH3:54])[CH3:53])[CH:49]([CH3:51])[CH3:50])[CH:45]=1)O)[C:2]1[CH:7]=[CH:6][CH:5]=[CH:4][CH:3]=1.C([SiH](CC)CC)C.B(F)(F)F.CCOCC.C([O-])([O-])=O.[K+].[K+]. Product: [Cl:58][C:43]1[S:42][C:41]([CH:10]2[C@H:9]([O:8][CH2:1][C:2]3[CH:7]=[CH:6][CH:5]=[CH:4][CH:3]=3)[C@@H:14]([O:15][CH2:16][C:17]3[CH:18]=[CH:19][CH:20]=[CH:21][CH:22]=3)[C@H:13]([O:23][CH2:24][C:25]3[CH:26]=[CH:27][CH:28]=[CH:29][CH:30]=3)[C@@H:12]([CH2:31][O:32][CH2:33][C:34]3[CH:39]=[CH:38][CH:37]=[CH:36][CH:35]=3)[O:11]2)=[CH:45][C:44]=1[CH2:46][O:47][Si:48]([CH:55]([CH3:56])[CH3:57])([CH:49]([CH3:50])[CH3:51])[CH:52]([CH3:53])[CH3:54]. The catalyst class is: 2. (3) Reactant: [Si:1]([O:18][CH2:19][CH2:20][C:21]1[C:22](=[O:53])[N:23]([C:27]2[C:32]([CH3:33])=[CH:31][C:30]([N:34]3[CH2:38][C@H:37]([CH2:39][N:40]4C(=O)C5C(=CC=CC=5)C4=O)[O:36][C:35]3=[O:51])=[CH:29][C:28]=2[CH3:52])[CH:24]=[CH:25][CH:26]=1)([C:14]([CH3:17])([CH3:16])[CH3:15])([C:8]1[CH:13]=[CH:12][CH:11]=[CH:10][CH:9]=1)[C:2]1[CH:7]=[CH:6][CH:5]=[CH:4][CH:3]=1.CN.O.ClCCl. Product: [NH2:40][CH2:39][C@@H:37]1[O:36][C:35](=[O:51])[N:34]([C:30]2[CH:29]=[C:28]([CH3:52])[C:27]([N:23]3[CH:24]=[CH:25][CH:26]=[C:21]([CH2:20][CH2:19][O:18][Si:1]([C:14]([CH3:15])([CH3:16])[CH3:17])([C:8]4[CH:9]=[CH:10][CH:11]=[CH:12][CH:13]=4)[C:2]4[CH:3]=[CH:4][CH:5]=[CH:6][CH:7]=4)[C:22]3=[O:53])=[C:32]([CH3:33])[CH:31]=2)[CH2:38]1. The catalyst class is: 8.